Dataset: Forward reaction prediction with 1.9M reactions from USPTO patents (1976-2016). Task: Predict the product of the given reaction. (1) Given the reactants [O:1]=[C:2]1[C@H:11]2[CH2:12][N:13]([C:15]([O:17][C:18]([CH3:21])([CH3:20])[CH3:19])=[O:16])[CH2:14][C@@H:10]2[C:9]2[CH:8]=[CH:7][CH:6]=[C:5]([C:22]([F:25])([F:24])[F:23])[C:4]=2[NH:3]1.Cl, predict the reaction product. The product is: [O:1]=[C:2]1[C@@H:11]2[CH2:12][N:13]([C:15]([O:17][C:18]([CH3:19])([CH3:20])[CH3:21])=[O:16])[CH2:14][C@H:10]2[C:9]2[CH:8]=[CH:7][CH:6]=[C:5]([C:22]([F:25])([F:23])[F:24])[C:4]=2[NH:3]1. (2) Given the reactants [Cl:1][C:2]1[NH:6][N:5]=[C:4]([C:7]([OH:9])=O)[CH:3]=1.O=S(Cl)Cl, predict the reaction product. The product is: [Cl:1][C:2]1[CH:3]=[C:4]2[C:7](=[O:9])[N:5]3[N:6]=[C:2]([Cl:1])[CH:3]=[C:4]3[C:7](=[O:9])[N:5]2[N:6]=1. (3) Given the reactants [F:1][C:2]1[C:9]([F:10])=[CH:8][CH:7]=[CH:6][C:3]=1[C:4]#[N:5].[Cl-].[OH:12][NH3+:13].C(N(CC)CC)C, predict the reaction product. The product is: [F:1][C:2]1[C:9]([F:10])=[CH:8][CH:7]=[CH:6][C:3]=1[C:4](=[N:13][OH:12])[NH2:5]. (4) Given the reactants [NH2:1][CH:2]1[C:8](=[O:9])[N:7](CC2C=CC(OC)=CC=2)[C:6]2[CH:19]=[CH:20][CH:21]=[CH:22][C:5]=2[C:4]([C:23]2[C:28]([Cl:29])=[CH:27][C:26]([Cl:30])=[CH:25][C:24]=2[Cl:31])=[N:3]1.[Cl:32][C:33]1[CH:34]=[CH:35][C:36]([O:42][CH2:43][CH2:44][O:45][C:46]2[CH:51]=[CH:50][CH:49]=[CH:48][CH:47]=2)=[C:37]([CH:41]=1)[C:38](O)=[O:39], predict the reaction product. The product is: [Cl:32][C:33]1[CH:34]=[CH:35][C:36]([O:42][CH2:43][CH2:44][O:45][C:46]2[CH:51]=[CH:50][CH:49]=[CH:48][CH:47]=2)=[C:37]([CH:41]=1)[C:38]([NH:1][CH:2]1[C:8](=[O:9])[NH:7][C:6]2[CH:19]=[CH:20][CH:21]=[CH:22][C:5]=2[C:4]([C:23]2[C:24]([Cl:31])=[CH:25][C:26]([Cl:30])=[CH:27][C:28]=2[Cl:29])=[N:3]1)=[O:39].